From a dataset of CYP2D6 inhibition data for predicting drug metabolism from PubChem BioAssay. Regression/Classification. Given a drug SMILES string, predict its absorption, distribution, metabolism, or excretion properties. Task type varies by dataset: regression for continuous measurements (e.g., permeability, clearance, half-life) or binary classification for categorical outcomes (e.g., BBB penetration, CYP inhibition). Dataset: cyp2d6_veith. (1) The drug is O=C(OCCOCCO)c1ccccc1Nc1cccc(C(F)(F)F)c1. The result is 0 (non-inhibitor). (2) The molecule is COC(=O)N1CCC2(CCCN(C(=O)Nc3ccc(OC)cc3)C2)CC1. The result is 0 (non-inhibitor).